This data is from Peptide-MHC class II binding affinity with 134,281 pairs from IEDB. The task is: Regression. Given a peptide amino acid sequence and an MHC pseudo amino acid sequence, predict their binding affinity value. This is MHC class II binding data. The peptide sequence is YLILSARDVLAVVSK. The MHC is DRB4_0101 with pseudo-sequence DRB4_0103. The binding affinity (normalized) is 0.160.